From a dataset of Reaction yield outcomes from USPTO patents with 853,638 reactions. Predict the reaction yield, written as a fraction of the theoretical maximum amount of product (1.0 means a 100% yield; for example, 0.34 means a 34% yield). (1) The reactants are CC(OC(C)=O)COC.[C:10]([O-:15])(=[O:14])[C:11]([CH3:13])=[CH2:12].[C:16]([O:20][C:21](=[O:24])[CH:22]=[CH2:23])([CH3:19])([CH3:18])[CH3:17].[C:25]([OH:29])(=[O:28])[CH:26]=[CH2:27].CC(N=NC(C#N)(C)C)(C#N)C. No catalyst specified. The product is [C:10]([O-:15])(=[O:14])[C:11]([CH3:13])=[CH2:12].[C:16]([O:20][C:21](=[O:24])[CH:22]=[CH2:23])([CH3:19])([CH3:18])[CH3:17].[C:25]([OH:29])(=[O:28])[CH:26]=[CH2:27]. The yield is 0.800. (2) The product is [CH3:71][O:70][C:69](=[O:72])[NH:68][C@@H:59]1[CH:58]2[C:57](=[O:73])[CH2:56][C@H:55]([C:53]3[NH:54][C:50]([C:47]4[CH:46]=[CH:45][C:44]([C:30]5[CH:31]=[CH:32][C:27]([C:25]6[CH:24]=[CH:23][C:21]7[N:22]=[C:18]([C@@H:4]8[CH2:3][C:2]([F:42])([F:1])[CH2:6][N:5]8[C:7](=[O:17])[C@@H:8]([NH:12][C:13]([O:14][CH3:15])=[O:16])[CH:9]([CH3:11])[CH3:10])[NH:19][C:20]=7[CH:26]=6)=[CH:28][CH:29]=5)=[CH:49][CH:48]=4)=[CH:51][N:52]=3)[CH2:67][N:65]3[C:66]2=[C:62]([CH:63]=[CH:64]3)[CH2:61][CH2:60]1. The yield is 0.900. The catalyst is Cl[Pd]Cl.C(O)(C)(C)C. The reactants are [F:1][C:2]1([F:42])[CH2:6][N:5]([C:7](=[O:17])[C@@H:8]([NH:12][C:13](=[O:16])[O:14][CH3:15])[CH:9]([CH3:11])[CH3:10])[C@H:4]([C:18]2[NH:22][C:21]3[CH:23]=[CH:24][C:25]([C:27]4[CH:32]=[CH:31][C:30](B5OC(C)(C)C(C)(C)O5)=[CH:29][CH:28]=4)=[CH:26][C:20]=3[N:19]=2)[CH2:3]1.Br[C:44]1[CH:49]=[CH:48][C:47]([C:50]2[NH:54][C:53]([C@@H:55]3[CH2:67][N:65]4[C:66]5[CH:58]([C@@H:59]([NH:68][C:69](=[O:72])[O:70][CH3:71])[CH2:60][CH2:61][C:62]=5[CH:63]=[CH:64]4)[C:57](=[O:73])[CH2:56]3)=[N:52][CH:51]=2)=[CH:46][CH:45]=1.C(=O)(O)[O-].[Na+].